Dataset: Forward reaction prediction with 1.9M reactions from USPTO patents (1976-2016). Task: Predict the product of the given reaction. (1) Given the reactants [CH:1]([N:4]1[C:8]2[CH:9]=[CH:10][CH:11]=[CH:12][C:7]=2[NH:6][C:5]1=[O:13])([CH3:3])[CH3:2].C([O-])([O-])=O.[Cs+].[Cs+].Cl[CH2:21][C:22]1[N:26]([CH2:27][CH2:28][CH:29]([CH3:31])[CH3:30])[C:25]2[CH:32]=[CH:33][C:34]([C:36]#[N:37])=[CH:35][C:24]=2[N:23]=1, predict the reaction product. The product is: [CH:1]([N:4]1[C:8]2[CH:9]=[CH:10][CH:11]=[CH:12][C:7]=2[N:6]([CH2:21][C:22]2[N:26]([CH2:27][CH2:28][CH:29]([CH3:31])[CH3:30])[C:25]3[CH:32]=[CH:33][C:34]([C:36]#[N:37])=[CH:35][C:24]=3[N:23]=2)[C:5]1=[O:13])([CH3:3])[CH3:2]. (2) Given the reactants [CH3:1][C:2]1[CH:7]=[CH:6][C:5]([NH:8][C:9](=[NH:19])[CH2:10][C:11](=[O:18])[C:12]2[CH:17]=[CH:16][CH:15]=[CH:14][CH:13]=2)=[CH:4][CH:3]=1.[C:20](OC)(=[O:23])[C:21]#[CH:22], predict the reaction product. The product is: [NH2:19][C:9]1[N:8]([C:5]2[CH:6]=[CH:7][C:2]([CH3:1])=[CH:3][CH:4]=2)[C:20](=[O:23])[CH:21]=[CH:22][C:10]=1[C:11](=[O:18])[C:12]1[CH:13]=[CH:14][CH:15]=[CH:16][CH:17]=1. (3) Given the reactants [Cl:1][C:2]1[CH:3]=[C:4]2[C:10]3([CH2:14][CH2:13][N:12]([C:15]([O:17][CH3:18])=[O:16])[CH2:11]3)[CH2:9][N:8]([C:19](=[O:40])[NH:20][C:21]3[S:22][C:23]([S:26][CH2:27][CH2:28][N:29]4C(=O)C5C(=CC=CC=5)C4=O)=[CH:24][N:25]=3)[C:5]2=[CH:6][CH:7]=1.O.NN, predict the reaction product. The product is: [NH2:29][CH2:28][CH2:27][S:26][C:23]1[S:22][C:21]([NH:20][C:19]([N:8]2[C:5]3[C:4](=[CH:3][C:2]([Cl:1])=[CH:7][CH:6]=3)[C:10]3([CH2:14][CH2:13][N:12]([C:15]([O:17][CH3:18])=[O:16])[CH2:11]3)[CH2:9]2)=[O:40])=[N:25][CH:24]=1. (4) Given the reactants [Al+3].[Cl-].[Cl-].[Cl-].[Na+].[Cl-].[Br:7][C:8]1[CH:13]=[CH:12][C:11]([C:14](=[O:18])[CH2:15][CH2:16]Cl)=[C:10]([F:19])[CH:9]=1, predict the reaction product. The product is: [Br:7][C:8]1[CH:13]=[C:12]2[C:11](=[C:10]([F:19])[CH:9]=1)[C:14](=[O:18])[CH2:15][CH2:16]2. (5) Given the reactants CC1C=CC(C)=C[C:3]=1[NH:9][C:10]([N:12]1[CH2:17][CH2:16][CH:15]([C:18](=[S:20])[NH2:19])[CH2:14][CH2:13]1)=O.[C:21]1([CH:27]2ON=C(C(O)=O)C2)[CH:26]=[CH:25][CH:24]=[CH:23][CH:22]=1.Br[CH2:36][C:37]([C:39]1[CH2:43][C@H:42]([C:44]2[CH:49]=[CH:48][CH:47]=[CH:46][CH:45]=2)[O:41][N:40]=1)=O.C(=O)(O)[O-:51].[Na+], predict the reaction product. The product is: [C:44]1([C@@H:42]2[O:41][N:40]=[C:39]([C:37]3[N:19]=[C:18]([CH:15]4[CH2:14][CH2:13][N:12]([C:10]5([NH:9][CH:3]=[O:51])[CH:26]=[C:21]([CH3:27])[CH:22]=[CH:23][CH:24]5[CH3:25])[CH2:17][CH2:16]4)[S:20][CH:36]=3)[CH2:43]2)[CH:49]=[CH:48][CH:47]=[CH:46][CH:45]=1.